From a dataset of Reaction yield outcomes from USPTO patents with 853,638 reactions. Predict the reaction yield, written as a fraction of the theoretical maximum amount of product (1.0 means a 100% yield; for example, 0.34 means a 34% yield). (1) The yield is 0.700. The catalyst is O1CCCC1.CO. The product is [NH2:19][CH2:18][C@@H:10]([NH:9][C:7]([C:5]1[S:6][C:2]([Cl:1])=[C:3]([C:30]2[N:34]([CH3:35])[N:33]=[CH:32][C:31]=2[Cl:36])[CH:4]=1)=[O:8])[CH2:11][CH:12]1[CH2:13][CH2:14][CH2:15][CH2:16][CH2:17]1. The reactants are [Cl:1][C:2]1[S:6][C:5]([C:7]([NH:9][C@H:10]([CH2:18][N:19]2C(=O)C3C(=CC=CC=3)C2=O)[CH2:11][CH:12]2[CH2:17][CH2:16][CH2:15][CH2:14][CH2:13]2)=[O:8])=[CH:4][C:3]=1[C:30]1[N:34]([CH3:35])[N:33]=[CH:32][C:31]=1[Cl:36].NN. (2) The reactants are [Cl-].O[NH3+:3].[C:4](=[O:7])([O-])[OH:5].[Na+].CS(C)=O.[CH2:13]([C:17]1[N:18]=[C:19]([CH:48]2[CH2:50][CH2:49]2)[N:20]([C:39]2[CH:40]=[CH:41][C:42]3[O:46][CH2:45][CH2:44][C:43]=3[CH:47]=2)[C:21](=[O:38])[C:22]=1[CH2:23][C:24]1[CH:29]=[CH:28][C:27]([C:30]2[C:31]([C:36]#[N:37])=[CH:32][CH:33]=[CH:34][CH:35]=2)=[CH:26][CH:25]=1)[CH2:14][CH2:15][CH3:16]. The catalyst is C(OCC)(=O)C. The product is [CH2:13]([C:17]1[N:18]=[C:19]([CH:48]2[CH2:49][CH2:50]2)[N:20]([C:39]2[CH:40]=[CH:41][C:42]3[O:46][CH2:45][CH2:44][C:43]=3[CH:47]=2)[C:21](=[O:38])[C:22]=1[CH2:23][C:24]1[CH:29]=[CH:28][C:27]([C:30]2[CH:35]=[CH:34][CH:33]=[CH:32][C:31]=2[C:36]2[NH:3][C:4](=[O:7])[O:5][N:37]=2)=[CH:26][CH:25]=1)[CH2:14][CH2:15][CH3:16]. The yield is 0.830. (3) The catalyst is C(Cl)Cl. The yield is 0.540. The product is [CH3:5][S:6]([C:9]1[CH:10]=[CH:11][C:12]([C:15]2[CH:20]=[CH:19][C:18]([O:21][CH2:22][CH:23]3[CH2:28][CH2:27][N:26]([C:2]#[N:1])[CH2:25][CH2:24]3)=[CH:17][CH:16]=2)=[CH:13][CH:14]=1)(=[O:8])=[O:7]. The reactants are [N:1]#[C:2]Br.Cl.[CH3:5][S:6]([C:9]1[CH:14]=[CH:13][C:12]([C:15]2[CH:20]=[CH:19][C:18]([O:21][CH2:22][CH:23]3[CH2:28][CH2:27][NH:26][CH2:25][CH2:24]3)=[CH:17][CH:16]=2)=[CH:11][CH:10]=1)(=[O:8])=[O:7].C(N(CC)CC)C. (4) The reactants are CC1(C)C(C)(C)OB([C:9]2[CH:10]=[N:11][C:12]([NH2:15])=[N:13][CH:14]=2)O1.Cl[C:18]1[N:23]=[C:22]([N:24]2[CH2:29][CH2:28][O:27][CH2:26][CH2:25]2)[N:21]=[C:20]([N:30]([CH3:37])[CH:31]2[CH2:36][CH2:35][O:34][CH2:33][CH2:32]2)[CH:19]=1.C([O-])([O-])=O.[Na+].[Na+]. The catalyst is C1COCC1.C1C=CC(P(C2C=CC=CC=2)[C-]2C=CC=C2)=CC=1.C1C=CC(P(C2C=CC=CC=2)[C-]2C=CC=C2)=CC=1.Cl[Pd]Cl.[Fe+2]. The product is [CH3:37][N:30]([CH:31]1[CH2:36][CH2:35][O:34][CH2:33][CH2:32]1)[C:20]1[N:21]=[C:22]([N:24]2[CH2:25][CH2:26][O:27][CH2:28][CH2:29]2)[N:23]=[C:18]([C:9]2[CH:14]=[N:13][C:12]([NH2:15])=[N:11][CH:10]=2)[CH:19]=1. The yield is 0.320. (5) No catalyst specified. The reactants are [CH:1]1([NH:6][C:7]2[N:12]3[N:13]=[C:14]([C:19]4[CH:24]=[CH:23][C:22]([F:25])=[CH:21][CH:20]=4)[C:15]([C:16](=[O:18])[CH3:17])=[C:11]3[CH:10]=[CH:9][N:8]=2)[CH2:5][CH2:4][CH2:3][CH2:2]1.C(O[CH:31](OC(C)(C)C)[N:32]([CH3:34])[CH3:33])(C)(C)C. The yield is 0.690. The product is [CH:1]1([NH:6][C:7]2[N:12]3[N:13]=[C:14]([C:19]4[CH:20]=[CH:21][C:22]([F:25])=[CH:23][CH:24]=4)[C:15]([C:16](=[O:18])[CH:17]=[CH:31][N:32]([CH3:34])[CH3:33])=[C:11]3[CH:10]=[CH:9][N:8]=2)[CH2:2][CH2:3][CH2:4][CH2:5]1. (6) The reactants are [Br:1][C:2]1[CH:7]=[CH:6][C:5]([NH:8][C:9]2[C:10]([C:19](O)=[O:20])=[CH:11][C:12]3[NH:16][CH:15]=[N:14][C:13]=3[C:17]=2[F:18])=[C:4]([Cl:22])[CH:3]=1.C1C=[CH:25][C:26]2N(O)N=N[C:27]=2[CH:28]=1.C(N(CC)CC)C.Cl.C1([N:44](C)[OH:45])CC1.CCN=C=NCCCN(C)C. The catalyst is CN(C=O)C.C(OCC)(=O)C.O. The product is [CH:26]1([CH2:25][O:45][NH:44][C:19]([C:10]2[C:9]([NH:8][C:5]3[CH:6]=[CH:7][C:2]([Br:1])=[CH:3][C:4]=3[Cl:22])=[C:17]([F:18])[C:13]3[N:14]=[CH:15][NH:16][C:12]=3[CH:11]=2)=[O:20])[CH2:27][CH2:28]1. The yield is 0.890.